This data is from Full USPTO retrosynthesis dataset with 1.9M reactions from patents (1976-2016). The task is: Predict the reactants needed to synthesize the given product. (1) Given the product [C:26]([N:22]([CH2:21][C:15]1[CH:16]=[C:17]([F:20])[CH:18]=[CH:19][C:14]=1[C:8]1[C:9]([O:12][CH3:13])=[CH:10][CH:11]=[C:6]([CH2:5][C:4]([OH:25])=[O:3])[CH:7]=1)[CH2:23][CH3:24])(=[O:28])[CH3:27], predict the reactants needed to synthesize it. The reactants are: C([O:3][C:4](=[O:25])[CH2:5][C:6]1[CH:7]=[C:8]([C:14]2[CH:19]=[CH:18][C:17]([F:20])=[CH:16][C:15]=2[CH2:21][NH:22][CH2:23][CH3:24])[C:9]([O:12][CH3:13])=[CH:10][CH:11]=1)C.[C:26](Cl)(=[O:28])[CH3:27].C(OC(=O)CC1C=C(C2C=CC(F)=CC=2CN(C(OCC2C=CC=CC=2)=O)CC)C(OC)=CC=1)C.[Li+].[OH-]. (2) The reactants are: C(N1C=CN=C1)(N1C=CN=C1)=O.[C:13]([C:15]1([C:18]([OH:20])=O)[CH2:17][CH2:16]1)#[N:14].[NH:21]1[CH2:26][CH2:25][CH2:24][C@@H:23]([NH:27][C:28]2[CH:33]=[CH:32][N:31]=[C:30]([C:34]3[N:38]4[CH:39]=[C:40]([C:43]#[N:44])[CH:41]=[CH:42][C:37]4=[N:36][CH:35]=3)[N:29]=2)[CH2:22]1. Given the product [C:13]([C:15]1([C:18]([N:21]2[CH2:26][CH2:25][CH2:24][C@@H:23]([NH:27][C:28]3[CH:33]=[CH:32][N:31]=[C:30]([C:34]4[N:38]5[CH:39]=[C:40]([C:43]#[N:44])[CH:41]=[CH:42][C:37]5=[N:36][CH:35]=4)[N:29]=3)[CH2:22]2)=[O:20])[CH2:17][CH2:16]1)#[N:14], predict the reactants needed to synthesize it.